From a dataset of Catalyst prediction with 721,799 reactions and 888 catalyst types from USPTO. Predict which catalyst facilitates the given reaction. (1) Reactant: [Br:1][C:2]1[CH:9]=[CH:8][C:5]([CH2:6]Br)=[CH:4][CH:3]=1.[CH2:10]([CH:17]1[O:22][CH2:21][CH2:20][NH:19][CH2:18]1)[C:11]1[CH:16]=[CH:15][CH:14]=[CH:13][CH:12]=1.C(=O)([O-])[O-].[K+].[K+]. Product: [CH2:10]([CH:17]1[O:22][CH2:21][CH2:20][N:19]([CH2:6][C:5]2[CH:8]=[CH:9][C:2]([Br:1])=[CH:3][CH:4]=2)[CH2:18]1)[C:11]1[CH:12]=[CH:13][CH:14]=[CH:15][CH:16]=1. The catalyst class is: 10. (2) Reactant: [OH:1][C:2]1[CH:10]=[CH:9][C:5]([C:6]([OH:8])=[O:7])=[CH:4][C:3]=1[CH3:11].[CH2:12]1N2CN3CN(C2)CN1C3.[OH2:22]. Product: [CH:11]([C:3]1[CH:4]=[C:5]([CH:9]=[C:10]([CH3:12])[C:2]=1[OH:1])[C:6]([OH:8])=[O:7])=[O:22]. The catalyst class is: 501. (3) Reactant: [Na].[OH:2][CH:3]([CH3:20])[CH2:4][CH:5]([S:13]([C:16]([F:19])([F:18])[F:17])(=[O:15])=[O:14])[S:6]([C:9]([F:12])([F:11])[F:10])(=[O:8])=[O:7].[C:21]12([C:31](Cl)=[O:32])[CH2:30][CH:25]3[CH2:26][CH:27]([CH2:29][CH:23]([CH2:24]3)[CH2:22]1)[CH2:28]2.C(N(CC)CC)C.[Cl-].[C:42]1([S+:48]([C:55]2[CH:60]=[CH:59][CH:58]=[CH:57][CH:56]=2)[C:49]2[CH:54]=[CH:53][CH:52]=[CH:51][CH:50]=2)[CH:47]=[CH:46][CH:45]=[CH:44][CH:43]=1. Product: [C:55]1([S+:48]([C:42]2[CH:43]=[CH:44][CH:45]=[CH:46][CH:47]=2)[C:49]2[CH:54]=[CH:53][CH:52]=[CH:51][CH:50]=2)[CH:56]=[CH:57][CH:58]=[CH:59][CH:60]=1.[C:21]12([C:31]([O:2][CH:3]([CH3:20])[CH2:4][CH:5]([S:6]([C:9]([F:10])([F:11])[F:12])(=[O:7])=[O:8])[S:13]([C:16]([F:18])([F:19])[F:17])(=[O:15])=[O:14])=[O:32])[CH2:28][CH:27]3[CH2:26][CH:25]([CH2:24][CH:23]([CH2:29]3)[CH2:22]1)[CH2:30]2. The catalyst class is: 192. (4) Reactant: [F:1][C:2]1[CH:7]=[CH:6][C:5](B(O)O)=[CH:4][CH:3]=1.[NH2:11][C:12]1[N:13]=[C:14]([N:23]2[CH2:28][CH2:27][N:26]([C:29](=[O:32])[CH2:30][OH:31])[CH2:25][CH2:24]2)[C:15]2[N:21]=[C:20](Cl)[CH:19]=[CH:18][C:16]=2[N:17]=1. Product: [NH2:11][C:12]1[N:13]=[C:14]([N:23]2[CH2:28][CH2:27][N:26]([C:29](=[O:32])[CH2:30][OH:31])[CH2:25][CH2:24]2)[C:15]2[N:21]=[C:20]([C:5]3[CH:6]=[CH:7][C:2]([F:1])=[CH:3][CH:4]=3)[CH:19]=[CH:18][C:16]=2[N:17]=1. The catalyst class is: 138. (5) Reactant: [N+:1]([C:4]1[CH:10]=[C:9]([O:11][C:12]([F:15])([F:14])[F:13])[CH:8]=[CH:7][C:5]=1[NH2:6])([O-])=O.[H][H]. Product: [F:13][C:12]([F:14])([F:15])[O:11][C:9]1[CH:10]=[C:4]([NH2:1])[C:5]([NH2:6])=[CH:7][CH:8]=1. The catalyst class is: 29. (6) Reactant: [Cl:1][C:2]1[CH:3]=[C:4]([C:12]2[C:16]([CH:17]=[O:18])=[CH:15][N:14](C3CCCCO3)[N:13]=2)[CH:5]=[CH:6][C:7]=1[O:8][CH:9]([CH3:11])[CH3:10]. Product: [Cl:1][C:2]1[CH:3]=[C:4]([C:12]2[C:16]([CH:17]=[O:18])=[CH:15][NH:14][N:13]=2)[CH:5]=[CH:6][C:7]=1[O:8][CH:9]([CH3:11])[CH3:10]. The catalyst class is: 33. (7) Reactant: [CH3:1][O:2][C:3](=[O:22])[C:4]1[CH:9]=[C:8]([N+:10]([O-])=O)[C:7]([NH2:13])=[C:6]([F:14])[C:5]=1[NH:15][C:16]1[CH:21]=[CH:20][CH:19]=[CH:18][CH:17]=1.[CH:23](O)=O. Product: [CH3:1][O:2][C:3]([C:4]1[C:5]([NH:15][C:16]2[CH:21]=[CH:20][CH:19]=[CH:18][CH:17]=2)=[C:6]([F:14])[C:7]2[N:13]=[CH:23][NH:10][C:8]=2[CH:9]=1)=[O:22]. The catalyst class is: 261.